This data is from Peptide-MHC class II binding affinity with 134,281 pairs from IEDB. The task is: Regression. Given a peptide amino acid sequence and an MHC pseudo amino acid sequence, predict their binding affinity value. This is MHC class II binding data. (1) The peptide sequence is YDKFLANVSTILTGK. The MHC is DRB1_0405 with pseudo-sequence DRB1_0405. The binding affinity (normalized) is 0.641. (2) The MHC is HLA-DQA10101-DQB10501 with pseudo-sequence HLA-DQA10101-DQB10501. The binding affinity (normalized) is 0.175. The peptide sequence is KMPMYIAGYKTFDGR. (3) The peptide sequence is HSRNLINELSERMAG. The MHC is HLA-DQA10201-DQB10202 with pseudo-sequence HLA-DQA10201-DQB10202. The binding affinity (normalized) is 0.155. (4) The peptide sequence is YQLFSDAKANCTAES. The MHC is H-2-IAd with pseudo-sequence H-2-IAd. The binding affinity (normalized) is 0.470.